Regression/Classification. Given a drug SMILES string, predict its toxicity properties. Task type varies by dataset: regression for continuous values (e.g., LD50, hERG inhibition percentage) or binary classification for toxic/non-toxic outcomes (e.g., AMES mutagenicity, cardiotoxicity, hepatotoxicity). Dataset: herg_karim. From a dataset of hERG potassium channel inhibition data for cardiac toxicity prediction from Karim et al.. (1) The result is 0 (non-blocker). The compound is CCc1ncc([C@H]2CC[C@@H](N3CC(NC(=O)CNc4nn(C)c5ccc(C(F)(F)F)cc45)C3)CC2)s1. (2) The compound is Nc1nc2cc3c(cc2s1)CCN(Cc1ccccc1)CC3. The result is 1 (blocker). (3) The drug is F[C@@H]1CCNCC1c1c(-c2ccccc2)[nH]c2ccc(Cl)cc12. The result is 1 (blocker). (4) The drug is CC1CN(Cc2ccc(CC(=O)N3CCC(Nc4cccc(F)c4)CC3)cc2)CCN1. The result is 0 (non-blocker). (5) The compound is O=C1COc2ccc(CNC3CCN(CCn4c(=O)ccc5ncc(O[C@H]6CCOC6)cc54)CC3)nc2N1. The result is 0 (non-blocker). (6) The drug is O=C(c1cnn2cccnc12)N1CCN(c2ccc(OCCCN3CCCCC3)cc2)C(=O)C1.O=CO. The result is 0 (non-blocker). (7) The compound is O=S(=O)(NCCN1CCN(c2nsc3ccccc23)CC1)c1ccc2ccccc2c1. The result is 0 (non-blocker).